From a dataset of Forward reaction prediction with 1.9M reactions from USPTO patents (1976-2016). Predict the product of the given reaction. (1) Given the reactants [C@H:1]12[CH2:7][C@H:4]([NH:5][CH2:6]1)[CH2:3][N:2]2[C:8]1[CH:13]=[C:12]([F:14])[C:11]([C:15]2[N:20]3[N:21]=[C:22]([C:33]4[CH:38]=[CH:37][N:36]=[CH:35][CH:34]=4)[C:23]([C:24]4[CH:32]=[CH:31][CH:30]=[C:29]5[C:25]=4[CH:26]=[N:27][NH:28]5)=[C:19]3[N:18]=[CH:17][CH:16]=2)=[C:10]([F:39])[CH:9]=1.[CH2:40]=O.[Na], predict the reaction product. The product is: [F:39][C:10]1[CH:9]=[C:8]([N:2]2[CH2:3][C@@H:4]3[CH2:7][C@H:1]2[CH2:6][N:5]3[CH3:40])[CH:13]=[C:12]([F:14])[C:11]=1[C:15]1[N:20]2[N:21]=[C:22]([C:33]3[CH:38]=[CH:37][N:36]=[CH:35][CH:34]=3)[C:23]([C:24]3[CH:32]=[CH:31][CH:30]=[C:29]4[C:25]=3[CH:26]=[N:27][NH:28]4)=[C:19]2[N:18]=[CH:17][CH:16]=1. (2) Given the reactants [CH3:1][S:2]([C:5]1[CH:10]=[CH:9][C:8]([CH:11]([C:16]2[NH:27][C:19]3=[N:20][CH:21]=[C:22]([C:24]([OH:26])=O)[CH:23]=[C:18]3[CH:17]=2)[CH2:12][CH:13]([CH3:15])[CH3:14])=[CH:7][CH:6]=1)(=[O:4])=[O:3].[CH:28]([NH2:31])([CH3:30])[CH3:29].CN1CCOCC1.O.ON1C2C=CC=CC=2N=N1.Cl.CN(C)CCCN=C=NCC, predict the reaction product. The product is: [CH:28]([NH:31][C:24]([C:22]1[CH:23]=[C:18]2[CH:17]=[C:16]([CH:11]([C:8]3[CH:7]=[CH:6][C:5]([S:2]([CH3:1])(=[O:3])=[O:4])=[CH:10][CH:9]=3)[CH2:12][CH:13]([CH3:14])[CH3:15])[NH:27][C:19]2=[N:20][CH:21]=1)=[O:26])([CH3:30])[CH3:29]. (3) Given the reactants [Cl:1][C:2]1[CH:3]=[C:4]([CH:9]2[CH2:13][NH:12][CH2:11][CH:10]2[CH:14]([O:16][C:17]2[CH:24]=[CH:23][C:20]([C:21]#[N:22])=[CH:19][N:18]=2)[CH3:15])[CH:5]=[CH:6][C:7]=1[Cl:8].CCN(CC)CC.[Br:32][CH2:33][C:34](Cl)=[O:35], predict the reaction product. The product is: [Br:32][CH2:33][C:34]([N:12]1[CH2:13][CH:9]([C:4]2[CH:5]=[CH:6][C:7]([Cl:8])=[C:2]([Cl:1])[CH:3]=2)[CH:10]([CH:14]([O:16][C:17]2[CH:24]=[CH:23][C:20]([C:21]#[N:22])=[CH:19][N:18]=2)[CH3:15])[CH2:11]1)=[O:35]. (4) Given the reactants [Si]([O:8][CH2:9][CH2:10][N:11]([C:22]1[CH:27]=[CH:26][C:25]([N:28]2[CH2:32][CH2:31][N:30]([CH2:33][C:34]([O:36]CC)=[O:35])[C:29]2=[O:39])=[C:24]([O:40][C:41]([F:44])([F:43])[F:42])[CH:23]=1)[C:12]([C:14]1[C:15](Cl)=[N:16][CH:17]=[N:18][C:19]=1Cl)=[O:13])(C(C)(C)C)(C)C.[NH2:45]C1C2C(=O)N(C3C=CC(B4OC(C)(C)C(C)(C)O4)=CC=3)CCOC=2N=CN=1.C([O-])([O-])=O.[K+].[K+], predict the reaction product. The product is: [NH2:45][C:15]1[C:14]2[C:12](=[O:13])[N:11]([C:22]3[CH:27]=[CH:26][C:25]([N:28]4[CH2:32][CH2:31][N:30]([CH2:33][C:34]([OH:36])=[O:35])[C:29]4=[O:39])=[C:24]([O:40][C:41]([F:43])([F:42])[F:44])[CH:23]=3)[CH2:10][CH2:9][O:8][C:19]=2[N:18]=[CH:17][N:16]=1.